This data is from Full USPTO retrosynthesis dataset with 1.9M reactions from patents (1976-2016). The task is: Predict the reactants needed to synthesize the given product. (1) Given the product [CH2:1]([CH:3]([O:6][C:7]1[CH:12]=[C:11]([CH3:13])[N:10]=[C:9]([O:14][C:15]2[C:20]([CH3:21])=[CH:19][C:18]([CH3:22])=[CH:17][C:16]=2[CH3:23])[C:8]=1[NH:24][C:25](=[O:31])[CH2:26][CH2:27][C:28]([OH:30])=[O:29])[CH2:4][CH3:5])[CH3:2], predict the reactants needed to synthesize it. The reactants are: [CH2:1]([CH:3]([O:6][C:7]1[CH:12]=[C:11]([CH3:13])[N:10]=[C:9]([O:14][C:15]2[C:20]([CH3:21])=[CH:19][C:18]([CH3:22])=[CH:17][C:16]=2[CH3:23])[C:8]=1[NH2:24])[CH2:4][CH3:5])[CH3:2].[C:25]1(=[O:31])[O:30][C:28](=[O:29])[CH2:27][CH2:26]1.C(N(CC)CC)C. (2) Given the product [Cl:1][C:2]1[CH:7]=[CH:6][C:5]2[NH:8][C:19]([CH2:18][C:12]3[C:11]([Cl:10])=[CH:16][CH:15]=[CH:14][C:13]=3[Cl:17])=[N:9][C:4]=2[CH:3]=1, predict the reactants needed to synthesize it. The reactants are: [Cl:1][C:2]1[CH:3]=[C:4]([NH2:9])[C:5]([NH2:8])=[CH:6][CH:7]=1.[Cl:10][C:11]1[CH:16]=[CH:15][CH:14]=[C:13]([Cl:17])[C:12]=1[CH2:18][C:19](O)=O. (3) Given the product [CH3:34][C:31]([C:35]1[CH:36]=[CH:37][C:38]([CH2:39][N:28]2[CH2:27][CH2:26][CH:25]([CH2:24][N:14]([C:4]3[CH:5]=[CH:6][C:7]([N:8]4[CH2:13][CH2:12][O:11][CH2:10][CH2:9]4)=[C:2]([F:1])[CH:3]=3)[C:15](=[O:23])[CH2:16][CH:17]3[CH2:22][CH2:21][O:20][CH2:19][CH2:18]3)[CH2:30][CH2:29]2)=[CH:41][CH:42]=1)([CH3:32])[CH3:33], predict the reactants needed to synthesize it. The reactants are: [F:1][C:2]1[CH:3]=[C:4]([N:14]([CH2:24][CH:25]2[CH2:30][CH2:29][NH:28][CH2:27][CH2:26]2)[C:15](=[O:23])[CH2:16][CH:17]2[CH2:22][CH2:21][O:20][CH2:19][CH2:18]2)[CH:5]=[CH:6][C:7]=1[N:8]1[CH2:13][CH2:12][O:11][CH2:10][CH2:9]1.[C:31]([C:35]1[CH:42]=[CH:41][C:38]([CH:39]=O)=[CH:37][CH:36]=1)([CH3:34])([CH3:33])[CH3:32].C(O[BH-](OC(=O)C)OC(=O)C)(=O)C. (4) Given the product [Cl:23][C:9]1[C:10]([C:13]([F:16])([F:15])[F:14])=[CH:11][CH:12]=[C:7]([O:6][C:5]2[CH:18]=[CH:19][CH:20]=[C:3]([CH2:2][Cl:1])[CH:4]=2)[N:8]=1, predict the reactants needed to synthesize it. The reactants are: [Cl:1][CH2:2][C:3]1[CH:4]=[C:5]([CH:18]=[CH:19][CH:20]=1)[O:6][C:7]1[CH:12]=[CH:11][C:10]([C:13]([F:16])([F:15])[F:14])=[CH:9][N+:8]=1[O-].O=P(Cl)(Cl)[Cl:23].C(=O)(O)[O-].[Na+]. (5) The reactants are: Br[C:2]1[CH:24]=[CH:23][C:5]2[N:6]=[C:7]([C:9]3[CH:14]=[CH:13][C:12]([O:15][CH2:16][CH2:17][CH2:18][CH2:19][CH2:20][CH2:21][CH3:22])=[CH:11][CH:10]=3)[S:8][C:4]=2[CH:3]=1.[Na].[CH3:26][CH2:27][CH2:28][CH2:29][CH2:30][CH2:31][CH2:32][CH2:33][CH2:34][CH2:35][CH2:36][CH2:37][SH:38]. Given the product [CH2:16]([O:15][C:12]1[CH:13]=[CH:14][C:9]([C:7]2[S:8][C:4]3[CH:3]=[C:2]([S:38][CH2:37][CH2:36][CH2:35][CH2:34][CH2:33][CH2:32][CH2:31][CH2:30][CH2:29][CH2:28][CH2:27][CH3:26])[CH:24]=[CH:23][C:5]=3[N:6]=2)=[CH:10][CH:11]=1)[CH2:17][CH2:18][CH2:19][CH2:20][CH2:21][CH3:22], predict the reactants needed to synthesize it. (6) Given the product [F:1][C:2]1[CH:7]=[C:6]([NH2:8])[CH:5]=[C:4]([S:11][CH:12]2[CH2:13][CH2:14][N:15]([CH3:18])[CH2:16][CH2:17]2)[CH:3]=1, predict the reactants needed to synthesize it. The reactants are: [F:1][C:2]1[CH:3]=[C:4]([S:11][CH:12]2[CH2:17][CH2:16][N:15]([CH3:18])[CH2:14][CH2:13]2)[CH:5]=[C:6]([N+:8]([O-])=O)[CH:7]=1.Cl.